Task: Predict the reaction yield, written as a fraction of the theoretical maximum amount of product (1.0 means a 100% yield; for example, 0.34 means a 34% yield).. Dataset: Reaction yield outcomes from USPTO patents with 853,638 reactions (1) The reactants are FC(F)(F)S([O:6][S:7]([C:10]([F:13])([F:12])[F:11])(=[O:9])=[O:8])(=O)=O.[Cl:16][C:17]1[CH:18]=[C:19]([C:24]2([C:34]([F:37])([F:36])[F:35])[S:28][C:27]3[CH:29]=[CH:30][C:31](O)=[CH:32][C:26]=3[CH2:25]2)[CH:20]=[C:21]([Cl:23])[CH:22]=1.CCN(CC)CC. The catalyst is CN(C1C=CN=CC=1)C.C(Cl)Cl.[Cl-].[Na+].O. The product is [Cl:23][C:21]1[CH:20]=[C:19]([C:24]2([C:34]([F:37])([F:36])[F:35])[S:28][C:27]3[CH:29]=[CH:30][C:31]([O:6][S:7]([C:10]([F:11])([F:12])[F:13])(=[O:8])=[O:9])=[CH:32][C:26]=3[CH2:25]2)[CH:18]=[C:17]([Cl:16])[CH:22]=1. The yield is 0.980. (2) The reactants are [OH:1][CH:2]1[CH2:7][CH2:6][O:5][C:3]1=[O:4].CS(O[CH2:13][CH2:14][CH2:15][CH2:16][CH2:17][CH2:18][CH2:19][CH2:20]/[CH:21]=[CH:22]\[CH2:23]/[CH:24]=[CH:25]\[CH2:26][CH2:27][CH2:28][CH2:29][CH3:30])(=O)=O.C(=O)([O-])[O-].[Cs+].[Cs+].O. The catalyst is CN(C=O)C. The product is [CH2:13]([O:1][CH:2]1[CH2:7][CH2:6][O:5][C:3]1=[O:4])[CH2:14][CH2:15][CH2:16][CH2:17][CH2:18][CH2:19][CH2:20]/[CH:21]=[CH:22]\[CH2:23]/[CH:24]=[CH:25]\[CH2:26][CH2:27][CH2:28][CH2:29][CH3:30]. The yield is 0.510.